The task is: Binary Classification. Given a drug SMILES string, predict its activity (active/inactive) in a high-throughput screening assay against a specified biological target.. This data is from HIV replication inhibition screening data with 41,000+ compounds from the AIDS Antiviral Screen. (1) The drug is O=C1OCCC12CN(Cc1ccccc1)N=N2. The result is 0 (inactive). (2) The molecule is CC[S+]1C2=C(CC(C)(C)CC2=O)[N-]c2ccccc21. The result is 0 (inactive). (3) The drug is O=C(Nn1c(-c2ccccc2)nc2ccccc2c1=O)c1ccc(CS)cc1. The result is 0 (inactive). (4) The drug is N#Cc1ccccc1Sc1ccccc1N. The result is 0 (inactive).